Task: Predict which catalyst facilitates the given reaction.. Dataset: Catalyst prediction with 721,799 reactions and 888 catalyst types from USPTO Reactant: [Cl:1][CH2:2][CH2:3][CH2:4][O:5][C:6]1[CH:16]=[CH:15][C:9]([C:10]([O:12][CH2:13][CH3:14])=[O:11])=[CH:8][C:7]=1[O:17][CH3:18].[N+:19]([O-])([OH:21])=[O:20]. Product: [Cl:1][CH2:2][CH2:3][CH2:4][O:5][C:6]1[CH:16]=[CH:15][C:9]([C:10]([O:12][CH2:13][CH3:14])=[O:11])=[C:8]([N+:19]([O-:21])=[O:20])[C:7]=1[O:17][CH3:18]. The catalyst class is: 411.